This data is from Forward reaction prediction with 1.9M reactions from USPTO patents (1976-2016). The task is: Predict the product of the given reaction. (1) The product is: [Br:1][C:16]1[C:15](=[O:18])[NH:14][C:13]2[N:9]([C:3]3[CH:4]=[CH:5][CH:6]=[CH:7][CH:8]=3)[N:10]=[CH:11][C:12]=2[CH:17]=1. Given the reactants [Br:1]Br.[C:3]1([N:9]2[C:13]3[NH:14][C:15](=[O:18])[CH:16]=[CH:17][C:12]=3[CH:11]=[N:10]2)[CH:8]=[CH:7][CH:6]=[CH:5][CH:4]=1, predict the reaction product. (2) Given the reactants [CH2:1]([C:4]1[CH:9]=[CH:8][CH:7]=[C:6]([N+:10]([O-:12])=[O:11])[C:5]=1[O:13][CH2:14][CH:15]=[CH2:16])C=C.C(Cl)Cl, predict the reaction product. The product is: [N+:10]([C:6]1[C:5]2[O:13][CH2:14][CH:15]=[CH:16][CH2:1][C:4]=2[CH:9]=[CH:8][CH:7]=1)([O-:12])=[O:11].